This data is from Reaction yield outcomes from USPTO patents with 853,638 reactions. The task is: Predict the reaction yield, written as a fraction of the theoretical maximum amount of product (1.0 means a 100% yield; for example, 0.34 means a 34% yield). (1) The reactants are [C:1](#[N:3])[CH3:2].C[Si]([N-][Si](C)(C)C)(C)C.[Li+].[CH3:14][C:15]1[O:19][C:18]([C:20](OC)=[O:21])=[CH:17][CH:16]=1.Cl. The catalyst is C1COCC1. The product is [CH3:14][C:15]1[O:19][C:18]([C:20](=[O:21])[CH2:2][C:1]#[N:3])=[CH:17][CH:16]=1. The yield is 0.550. (2) The reactants are [CH:1]([C:3]1[CH:8]=[CH:7][C:6]([CH:9]2[CH2:13][CH2:12][CH2:11][N:10]2[C:14]([O:16][CH2:17][C:18]2[CH:23]=[CH:22][CH:21]=[CH:20][CH:19]=2)=[O:15])=[CH:5][CH:4]=1)=O.[NH2:24][C:25]1[CH:33]=[CH:32][CH:31]=[C:30]2[C:26]=1[CH2:27][O:28][C:29]2=[O:34].[O-]S([O-])(=O)=O.[Mg+2]. The catalyst is CC#N. The product is [O:34]=[C:29]1[C:30]2[C:26](=[C:25](/[N:24]=[CH:1]/[C:3]3[CH:4]=[CH:5][C:6]([CH:9]4[CH2:13][CH2:12][CH2:11][N:10]4[C:14]([O:16][CH2:17][C:18]4[CH:23]=[CH:22][CH:21]=[CH:20][CH:19]=4)=[O:15])=[CH:7][CH:8]=3)[CH:33]=[CH:32][CH:31]=2)[CH2:27][O:28]1. The yield is 0.300. (3) The reactants are Cl.[OH:2][C:3]1[C:8]([NH:9]C(=O)C)=[C:7]([OH:13])[N:6]=[C:5]([S:14][CH2:15][CH2:16][CH3:17])[N:4]=1. The catalyst is CO. The product is [NH2:9][C:8]1[C:3]([OH:2])=[N:4][C:5]([S:14][CH2:15][CH2:16][CH3:17])=[N:6][C:7]=1[OH:13]. The yield is 1.00. (4) The reactants are [CH2:1]([O:3][C:4]1[C:8]([CH2:9][CH2:10][CH2:11][O:12][C:13]2[CH:18]=[CH:17][C:16]([CH2:19][CH2:20][C:21]([O:23]CC)=[O:22])=[C:15]([OH:26])[CH:14]=2)=[CH:7][N:6]([C:27]2[CH:32]=[CH:31][C:30]([C:33]([F:36])([F:35])[F:34])=[CH:29][N:28]=2)[N:5]=1)[CH3:2].[CH:37](O)([CH3:39])[CH3:38].C(P(CCCC)CCCC)CCC.N(C(N1CCCCC1)=O)=NC(N1CCCCC1)=O. The catalyst is O1CCCC1. The product is [CH2:1]([O:3][C:4]1[C:8]([CH2:9][CH2:10][CH2:11][O:12][C:13]2[CH:18]=[CH:17][C:16]([CH2:19][CH2:20][C:21]([OH:23])=[O:22])=[C:15]([O:26][CH:37]([CH3:39])[CH3:38])[CH:14]=2)=[CH:7][N:6]([C:27]2[CH:32]=[CH:31][C:30]([C:33]([F:34])([F:35])[F:36])=[CH:29][N:28]=2)[N:5]=1)[CH3:2]. The yield is 0.250. (5) The reactants are O[CH:2]1[C:11]2[C:6](=[CH:7][CH:8]=[C:9]([C:12]([O:14][CH3:15])=[O:13])[CH:10]=2)[NH:5][CH:4]([C:16]2[CH:21]=[CH:20][CH:19]=[CH:18][C:17]=2[N+:22]([O-])=O)[C:3]1([CH3:26])[CH3:25].C([SiH](CC)CC)C.FC(F)(F)C(O)=O. The catalyst is ClCCl. The product is [NH2:22][C:17]1[CH:18]=[CH:19][CH:20]=[CH:21][C:16]=1[CH:4]1[C:3]([CH3:25])([CH3:26])[CH2:2][C:11]2[C:6](=[CH:7][CH:8]=[C:9]([C:12]([O:14][CH3:15])=[O:13])[CH:10]=2)[NH:5]1. The yield is 0.860.